This data is from Full USPTO retrosynthesis dataset with 1.9M reactions from patents (1976-2016). The task is: Predict the reactants needed to synthesize the given product. Given the product [C:1]([O:5][C:6]([N:8]1[CH2:17][CH2:16][C:15]2[N:14]([CH2:18][C:19]3[CH:20]=[CH:21][C:22]([NH2:25])=[CH:23][CH:24]=3)[N:13]=[C:12]([C:28]3[CH:33]=[CH:32][CH:31]=[CH:30][CH:29]=3)[C:11]=2[CH2:10][CH2:9]1)=[O:7])([CH3:4])([CH3:2])[CH3:3], predict the reactants needed to synthesize it. The reactants are: [C:1]([O:5][C:6]([N:8]1[CH2:17][CH2:16][C:15]2[N:14]([CH2:18][C:19]3[CH:24]=[CH:23][C:22]([N+:25]([O-])=O)=[CH:21][CH:20]=3)[N:13]=[C:12]([C:28]3[CH:33]=[CH:32][C:31](Cl)=[CH:30][CH:29]=3)[C:11]=2[CH2:10][CH2:9]1)=[O:7])([CH3:4])([CH3:3])[CH3:2].[H][H].